From a dataset of Catalyst prediction with 721,799 reactions and 888 catalyst types from USPTO. Predict which catalyst facilitates the given reaction. (1) The catalyst class is: 8. Product: [O:35]=[C:4]1[C:5]2([CH2:10][CH2:9][N:8]([C:11]([O:13][C:14]([CH3:15])([CH3:16])[CH3:17])=[O:12])[CH2:7][CH2:6]2)[O:18][C:2]([C:23]2[CH:28]=[CH:27][N:26]=[CH:25][CH:24]=2)=[CH:3]1. Reactant: O=[C:2]([C:23]1[CH:28]=[CH:27][N:26]=[CH:25][CH:24]=1)[C:3]#[C:4][C:5]1([O:18][Si](C)(C)C)[CH2:10][CH2:9][N:8]([C:11]([O:13][C:14]([CH3:17])([CH3:16])[CH3:15])=[O:12])[CH2:7][CH2:6]1.C(NCC)C.C[OH:35]. (2) Reactant: F[C:2]1[CH:7]=[C:6]([C:8]2[N:9]([CH2:22][CH2:23][O:24][CH3:25])[C:10]([S:20][CH3:21])=[N:11][C:12]=2[C:13]2[CH:18]=[CH:17][C:16]([F:19])=[CH:15][CH:14]=2)[CH:5]=[CH:4][N:3]=1.[CH2:26]([N:33]1[CH2:38][CH2:37][CH:36]([NH2:39])[CH2:35][CH2:34]1)[C:27]1[CH:32]=[CH:31][CH:30]=[CH:29][CH:28]=1. Product: [CH2:26]([N:33]1[CH2:38][CH2:37][CH:36]([NH:39][C:2]2[CH:7]=[C:6]([C:8]3[N:9]([CH2:22][CH2:23][O:24][CH3:25])[C:10]([S:20][CH3:21])=[N:11][C:12]=3[C:13]3[CH:18]=[CH:17][C:16]([F:19])=[CH:15][CH:14]=3)[CH:5]=[CH:4][N:3]=2)[CH2:35][CH2:34]1)[C:27]1[CH:28]=[CH:29][CH:30]=[CH:31][CH:32]=1. The catalyst class is: 13. (3) Reactant: [N:1]1[CH:6]=[CH:5][CH:4]=[C:3]([N:7]2[CH:11]=[C:10]([C:12](=[O:14])[CH3:13])[CH:9]=[N:8]2)[CH:2]=1.CO[CH:17](OC)[N:18]([CH3:20])[CH3:19]. Product: [CH3:17][N:18]([CH3:20])/[CH:19]=[CH:13]/[C:12]([C:10]1[CH:9]=[N:8][N:7]([C:3]2[CH:2]=[N:1][CH:6]=[CH:5][CH:4]=2)[CH:11]=1)=[O:14]. The catalyst class is: 9. (4) Reactant: C(ON=O)CC(C)C.[I:9][C:10]1[CH:16]=[C:15]([C:17]([F:20])([F:19])[F:18])[CH:14]=[C:13]([I:21])[C:11]=1N.Cl. Product: [I:9][C:10]1[CH:16]=[C:15]([C:17]([F:20])([F:18])[F:19])[CH:14]=[C:13]([I:21])[CH:11]=1. The catalyst class is: 3. (5) Reactant: Cl.Cl.[CH:3]1([N:7]2[CH2:12][CH2:11][NH:10][CH2:9][CH2:8]2)[CH2:6][CH2:5][CH2:4]1. Product: [CH:3]1([N:7]2[CH2:12][CH2:11][NH:10][CH2:9][CH2:8]2)[CH2:6][CH2:5][CH2:4]1. The catalyst class is: 74. (6) Reactant: [C:1](#[N:3])[CH3:2].N[C@@H:5]([C:8]([OH:10])=[O:9])[CH2:6][SH:7].[NH4+].[OH-:12]. Product: [C:1]([NH:3][C@@H:5]([C:8]([OH:10])=[O:9])[CH2:6][SH:7])(=[O:12])[CH3:2]. The catalyst class is: 6. (7) Reactant: Br[C:2]1[S:22][C:5]2=[N:6][C:7]([CH3:21])=[CH:8][C:9]([NH:10][S:11]([C:14]3[CH:19]=[CH:18][CH:17]=[C:16]([Cl:20])[CH:15]=3)(=[O:13])=[O:12])=[C:4]2[C:3]=1[C:23]1[CH:28]=[CH:27][CH:26]=[C:25]([O:29][CH3:30])[CH:24]=1.[CH3:31][C:32]1[C:36](B2OC(C)(C)C(C)(C)O2)=[CH:35][NH:34][N:33]=1.C(=O)([O-])[O-].[K+].[K+].O. Product: [Cl:20][C:16]1[CH:15]=[C:14]([S:11]([NH:10][C:9]2[CH:8]=[C:7]([CH3:21])[N:6]=[C:5]3[S:22][C:2]([C:36]4[C:32]([CH3:31])=[N:33][NH:34][CH:35]=4)=[C:3]([C:23]4[CH:28]=[CH:27][CH:26]=[C:25]([O:29][CH3:30])[CH:24]=4)[C:4]=23)(=[O:13])=[O:12])[CH:19]=[CH:18][CH:17]=1. The catalyst class is: 184. (8) Reactant: [C:1]([O:5][C:6](=[O:44])[CH2:7][CH2:8][CH2:9][CH2:10][CH2:11][CH2:12][CH2:13][CH2:14][CH2:15][CH2:16][CH2:17][CH2:18][CH2:19][CH2:20][C:21](=[O:43])[NH:22][CH2:23][C@H:24]([NH:35][C:36]([O:38][C:39]([CH3:42])([CH3:41])[CH3:40])=[O:37])[C:25]([O:27]N1C(=O)CCC1=O)=O)([CH3:4])([CH3:3])[CH3:2].C(OC(=O)CCCCCCCCCCCCCCC(=O)NCCCC[C@H](NC(OC(C)(C)C)=O)C(ON1C(=O)CCC1=O)=O)(C)(C)C.[NH2:92][CH2:93][C@H:94]([NH:98][C:99]([O:101][C:102]([CH3:105])([CH3:104])[CH3:103])=[O:100])[C:95]([OH:97])=[O:96]. Product: [C:1]([O:5][C:6](=[O:44])[CH2:7][CH2:8][CH2:9][CH2:10][CH2:11][CH2:12][CH2:13][CH2:14][CH2:15][CH2:16][CH2:17][CH2:18][CH2:19][CH2:20][C:21](=[O:43])[NH:22][CH2:23][C@H:24]([NH:35][C:36]([O:38][C:39]([CH3:40])([CH3:41])[CH3:42])=[O:37])[C:25](=[O:27])[NH:92][CH2:93][C@H:94]([NH:98][C:99]([O:101][C:102]([CH3:105])([CH3:104])[CH3:103])=[O:100])[C:95]([OH:97])=[O:96])([CH3:2])([CH3:3])[CH3:4]. The catalyst class is: 3. (9) Reactant: Cl[C:2]1[N:7]=[CH:6][C:5]([CH2:8][OH:9])=[CH:4][CH:3]=1.[O-:10][CH2:11][CH3:12].[Na+]. Product: [CH2:11]([O:10][C:2]1[N:7]=[CH:6][C:5]([CH2:8][OH:9])=[CH:4][CH:3]=1)[CH3:12]. The catalyst class is: 162. (10) Reactant: [Br:1][C:2]1[CH:7]=[C:6]([NH:8][C:9]([O:11][CH3:12])=[O:10])[CH:5]=[CH:4][C:3]=1[C:13]1[N:14]=[C:15]([CH:18]2[CH:23]([C:24]3[CH:29]=[CH:28][CH:27]=[CH:26][CH:25]=3)[CH2:22][CH2:21][CH2:20][N:19]2C(OC(C)(C)C)=O)[NH:16][CH:17]=1.C(O)(C(F)(F)F)=O. Product: [Br:1][C:2]1[CH:7]=[C:6]([NH:8][C:9](=[O:10])[O:11][CH3:12])[CH:5]=[CH:4][C:3]=1[C:13]1[N:14]=[C:15]([CH:18]2[CH:23]([C:24]3[CH:29]=[CH:28][CH:27]=[CH:26][CH:25]=3)[CH2:22][CH2:21][CH2:20][NH:19]2)[NH:16][CH:17]=1. The catalyst class is: 4.